From a dataset of Forward reaction prediction with 1.9M reactions from USPTO patents (1976-2016). Predict the product of the given reaction. (1) Given the reactants [N:1]([C:4]1[CH:12]=[CH:11][C:7]([C:8]([OH:10])=[O:9])=[CH:6][CH:5]=1)=[N+:2]=[N-:3].[C:13]([C:15]1[C:23]2[C:18](=[CH:19][CH:20]=[CH:21][CH:22]=2)[NH:17][N:16]=1)#[CH:14], predict the reaction product. The product is: [NH:17]1[C:18]2[C:23](=[CH:22][CH:21]=[CH:20][CH:19]=2)[C:15]([C:13]2[N:3]=[N:2][N:1]([C:4]3[CH:5]=[CH:6][C:7]([C:8]([OH:10])=[O:9])=[CH:11][CH:12]=3)[CH:14]=2)=[N:16]1. (2) Given the reactants Cl.[NH2:2][C:3]1[NH:4][CH:5]=[C:6]([C:8]2[CH:16]=[CH:15][C:11]([C:12]([OH:14])=O)=[CH:10][CH:9]=2)[N:7]=1.Cl.[Cl:18][C:19]1[CH:20]=[C:21]2[C:26](=[CH:27][CH:28]=1)[CH:25]=[C:24]([S:29]([N:32]1[CH2:37][CH2:36][NH:35][CH2:34][CH2:33]1)(=[O:31])=[O:30])[CH:23]=[CH:22]2, predict the reaction product. The product is: [ClH:18].[NH2:2][C:3]1[NH:4][CH:5]=[C:6]([C:8]2[CH:9]=[CH:10][C:11]([C:12]([N:35]3[CH2:34][CH2:33][N:32]([S:29]([C:24]4[CH:23]=[CH:22][C:21]5[C:26](=[CH:27][CH:28]=[C:19]([Cl:18])[CH:20]=5)[CH:25]=4)(=[O:31])=[O:30])[CH2:37][CH2:36]3)=[O:14])=[CH:15][CH:16]=2)[N:7]=1.